Dataset: Peptide-MHC class I binding affinity with 185,985 pairs from IEDB/IMGT. Task: Regression. Given a peptide amino acid sequence and an MHC pseudo amino acid sequence, predict their binding affinity value. This is MHC class I binding data. (1) The peptide sequence is YMDDVVLGAK. The MHC is HLA-A31:01 with pseudo-sequence HLA-A31:01. The binding affinity (normalized) is 0.0641. (2) The peptide sequence is RRAAVSTLE. The MHC is HLA-B15:01 with pseudo-sequence HLA-B15:01. The binding affinity (normalized) is 0.0847. (3) The peptide sequence is ITLWQRPLV. The MHC is HLA-A02:02 with pseudo-sequence HLA-A02:02. The binding affinity (normalized) is 0.0626. (4) The peptide sequence is YTGPDHQEW. The MHC is HLA-B15:17 with pseudo-sequence HLA-B15:17. The binding affinity (normalized) is 0.771. (5) The peptide sequence is YVGIKLGDK. The MHC is HLA-A68:01 with pseudo-sequence HLA-A68:01. The binding affinity (normalized) is 0.293.